From a dataset of Reaction yield outcomes from USPTO patents with 853,638 reactions. Predict the reaction yield, written as a fraction of the theoretical maximum amount of product (1.0 means a 100% yield; for example, 0.34 means a 34% yield). (1) The reactants are [H-].[Na+].[C:3]([O:9][CH2:10][CH3:11])(=[O:8])[CH2:4][C:5]([O-:7])=[O:6].Cl[C:13]1[C:18]([I:19])=[CH:17][C:16]([N+:20]([O-:22])=[O:21])=[CH:15][N:14]=1.O1CC[CH2:25][CH2:24]1. The catalyst is CCOC(C)=O.O.CC(O)=O. The product is [I:19][C:18]1[C:13]([CH:4]([C:5]([O:7][CH2:24][CH3:25])=[O:6])[C:3]([O:9][CH2:10][CH3:11])=[O:8])=[N:14][CH:15]=[C:16]([N+:20]([O-:22])=[O:21])[CH:17]=1. The yield is 0.740. (2) The reactants are [F:1][CH:2]([F:28])[O:3][C:4]1[CH:5]=[C:6]([C:10]2[N:15]=[C:14]([CH2:16][C:17]3[CH:18]=[N:19][C:20]([C:23]#[N:24])=[N:21][CH:22]=3)[CH:13]=[N:12][C:11]=2[O:25][CH2:26][CH3:27])[CH:7]=[CH:8][CH:9]=1.[OH-:29].[Na+].OO. The catalyst is CO. The product is [F:28][CH:2]([F:1])[O:3][C:4]1[CH:5]=[C:6]([C:10]2[N:15]=[C:14]([CH2:16][C:17]3[CH:18]=[N:19][C:20]([C:23]([NH2:24])=[O:29])=[N:21][CH:22]=3)[CH:13]=[N:12][C:11]=2[O:25][CH2:26][CH3:27])[CH:7]=[CH:8][CH:9]=1. The yield is 0.670. (3) The reactants are [NH:1]1[CH:5]=[C:4]([C:6]2[C:7]3[CH:14]=[CH:13][N:12]([CH2:15][O:16][CH2:17][CH2:18][Si:19]([CH3:22])([CH3:21])[CH3:20])[C:8]=3[N:9]=[CH:10][N:11]=2)[CH:3]=[N:2]1.[CH:23]1([C:28]#[C:29][C:30]([O:32][CH3:33])=[O:31])[CH2:27][CH2:26][CH2:25][CH2:24]1.C(#N)C.N12CCCN=C1CCCCC2.Cl. No catalyst specified. The product is [CH:23]1(/[C:28](/[N:1]2[CH:5]=[C:4]([C:6]3[C:7]4[CH:14]=[CH:13][N:12]([CH2:15][O:16][CH2:17][CH2:18][Si:19]([CH3:22])([CH3:21])[CH3:20])[C:8]=4[N:9]=[CH:10][N:11]=3)[CH:3]=[N:2]2)=[CH:29]\[C:30]([O:32][CH3:33])=[O:31])[CH2:27][CH2:26][CH2:25][CH2:24]1. The yield is 0.380. (4) The product is [C:25]([C:24]1[CH:27]=[CH:28][C:21]([NH:19][C:17]([C:6]2[CH:5]=[C:4]3[C:9]([C:10]([N:12]4[CH2:13][CH2:14][CH2:15][CH2:16]4)=[CH:11][C:2]([CH3:1])=[N:3]3)=[CH:8][CH:7]=2)=[O:18])=[CH:22][CH:23]=1)#[N:26]. The yield is 0.260. The reactants are [CH3:1][C:2]1[CH:11]=[C:10]([N:12]2[CH2:16][CH2:15][CH2:14][CH2:13]2)[C:9]2[C:4](=[CH:5][C:6]([C:17]([NH2:19])=[O:18])=[CH:7][CH:8]=2)[N:3]=1.I[C:21]1[CH:28]=[CH:27][C:24]([C:25]#[N:26])=[CH:23][CH:22]=1.CC1(C)C2C(=C(P(C3C=CC=CC=3)C3C=CC=CC=3)C=CC=2)OC2C(P(C3C=CC=CC=3)C3C=CC=CC=3)=CC=CC1=2.C(=O)([O-])[O-].[Cs+].[Cs+]. The catalyst is O1CCOCC1.C([O-])(=O)C.[Pd+2].C([O-])(=O)C. (5) The reactants are [F:1][C:2]([F:10])([F:9])[C:3]1[NH:7][N:6]=[C:5]([NH2:8])[N:4]=1.[O:11]1[C:15]2([CH2:20][CH2:19][C:18](=O)[CH2:17][CH2:16]2)[O:14][CH2:13][CH2:12]1.C(O[BH-](OC(=O)C)OC(=O)C)(=O)C.[Na+]. The catalyst is C(O)(=O)C. The product is [O:11]1[C:15]2([CH2:20][CH2:19][CH:18]([NH:8][C:5]3[N:4]=[C:3]([C:2]([F:10])([F:9])[F:1])[NH:7][N:6]=3)[CH2:17][CH2:16]2)[O:14][CH2:13][CH2:12]1. The yield is 0.420. (6) The reactants are [Cl:1][C:2]1[CH:3]=[C:4]([CH:7]=[CH:8][C:9]=1[CH3:10])[C:5]#[N:6].C1C(=O)N([Br:18])C(=O)C1. The catalyst is C(Cl)(Cl)(Cl)Cl.CC(N=NC(C#N)(C)C)(C#N)C. The product is [Br:18][CH2:10][C:9]1[CH:8]=[CH:7][C:4]([C:5]#[N:6])=[CH:3][C:2]=1[Cl:1]. The yield is 0.680.